Dataset: Catalyst prediction with 721,799 reactions and 888 catalyst types from USPTO. Task: Predict which catalyst facilitates the given reaction. (1) The catalyst class is: 4. Reactant: [CH3:1][N:2]([CH3:34])[C:3]1[CH:32]=[C:31]([CH3:33])[CH:30]=[CH:29][C:4]=1[C:5]([NH:7][C:8]1[CH:13]=[CH:12][C:11]([N:14]([CH2:22][CH2:23][N:24]2[CH:28]=[CH:27][CH:26]=[N:25]2)C(=O)OC(C)(C)C)=[CH:10][CH:9]=1)=[O:6].FC(F)(F)C(O)=O. Product: [CH3:1][N:2]([CH3:34])[C:3]1[CH:32]=[C:31]([CH3:33])[CH:30]=[CH:29][C:4]=1[C:5]([NH:7][C:8]1[CH:13]=[CH:12][C:11]([NH:14][CH2:22][CH2:23][N:24]2[CH:28]=[CH:27][CH:26]=[N:25]2)=[CH:10][CH:9]=1)=[O:6]. (2) Reactant: C[O:2][C:3]([C@@H:5]1[CH2:10][CH2:9][CH2:8][CH2:7][N:6]1[C:11]([C:13]1[C:22]2[C:17](=[CH:18][CH:19]=[CH:20][CH:21]=2)[CH:16]=[CH:15][N:14]=1)=[O:12])=[O:4].O.[OH-].[Li+]. Product: [C:13]1([C:11]([N:6]2[CH2:7][CH2:8][CH2:9][CH2:10][C@H:5]2[C:3]([OH:4])=[O:2])=[O:12])[C:22]2[C:17](=[CH:18][CH:19]=[CH:20][CH:21]=2)[CH:16]=[CH:15][N:14]=1. The catalyst class is: 1.